The task is: Regression. Given two drug SMILES strings and cell line genomic features, predict the synergy score measuring deviation from expected non-interaction effect.. This data is from NCI-60 drug combinations with 297,098 pairs across 59 cell lines. (1) Drug 1: CCC1=C2CN3C(=CC4=C(C3=O)COC(=O)C4(CC)O)C2=NC5=C1C=C(C=C5)O. Drug 2: CCC1(CC2CC(C3=C(CCN(C2)C1)C4=CC=CC=C4N3)(C5=C(C=C6C(=C5)C78CCN9C7C(C=CC9)(C(C(C8N6C)(C(=O)OC)O)OC(=O)C)CC)OC)C(=O)OC)O.OS(=O)(=O)O. Cell line: HS 578T. Synergy scores: CSS=18.6, Synergy_ZIP=-3.93, Synergy_Bliss=0.826, Synergy_Loewe=-6.41, Synergy_HSA=0.502. (2) Drug 1: CCCS(=O)(=O)NC1=C(C(=C(C=C1)F)C(=O)C2=CNC3=C2C=C(C=N3)C4=CC=C(C=C4)Cl)F. Drug 2: CC12CCC(CC1=CCC3C2CCC4(C3CC=C4C5=CN=CC=C5)C)O. Cell line: SR. Synergy scores: CSS=33.5, Synergy_ZIP=-6.83, Synergy_Bliss=-2.85, Synergy_Loewe=-3.77, Synergy_HSA=-2.07. (3) Drug 1: C1=CC(=CC=C1CCC2=CNC3=C2C(=O)NC(=N3)N)C(=O)NC(CCC(=O)O)C(=O)O. Drug 2: C1CCC(C(C1)N)N.C(=O)(C(=O)[O-])[O-].[Pt+4]. Cell line: COLO 205. Synergy scores: CSS=28.1, Synergy_ZIP=-4.11, Synergy_Bliss=-6.35, Synergy_Loewe=-5.52, Synergy_HSA=-1.95. (4) Drug 1: CC1C(C(CC(O1)OC2CC(CC3=C2C(=C4C(=C3O)C(=O)C5=C(C4=O)C(=CC=C5)OC)O)(C(=O)C)O)N)O.Cl. Drug 2: CCCS(=O)(=O)NC1=C(C(=C(C=C1)F)C(=O)C2=CNC3=C2C=C(C=N3)C4=CC=C(C=C4)Cl)F. Cell line: NCIH23. Synergy scores: CSS=13.2, Synergy_ZIP=4.62, Synergy_Bliss=2.79, Synergy_Loewe=-35.7, Synergy_HSA=-0.222. (5) Drug 1: CC1CCC2CC(C(=CC=CC=CC(CC(C(=O)C(C(C(=CC(C(=O)CC(OC(=O)C3CCCCN3C(=O)C(=O)C1(O2)O)C(C)CC4CCC(C(C4)OC)O)C)C)O)OC)C)C)C)OC. Drug 2: C1CN(P(=O)(OC1)NCCCl)CCCl. Cell line: ACHN. Synergy scores: CSS=2.58, Synergy_ZIP=-0.608, Synergy_Bliss=6.39, Synergy_Loewe=-3.98, Synergy_HSA=-0.0905. (6) Drug 1: CC(CN1CC(=O)NC(=O)C1)N2CC(=O)NC(=O)C2. Drug 2: CC(C)NC(=O)C1=CC=C(C=C1)CNNC.Cl. Cell line: UO-31. Synergy scores: CSS=15.2, Synergy_ZIP=-2.59, Synergy_Bliss=1.90, Synergy_Loewe=1.41, Synergy_HSA=2.58.